From a dataset of Forward reaction prediction with 1.9M reactions from USPTO patents (1976-2016). Predict the product of the given reaction. Given the reactants C(OC(=O)[N:7]([C:14]1[S:18][C:17]([Cl:19])=[N:16][C:15]=1[Cl:20])[C:8](=[O:13])[CH2:9][CH2:10][S:11][CH3:12])(C)(C)C.FC(F)(F)C(O)=O, predict the reaction product. The product is: [Cl:19][C:17]1[S:18][C:14]([NH:7][C:8](=[O:13])[CH2:9][CH2:10][S:11][CH3:12])=[C:15]([Cl:20])[N:16]=1.